This data is from Forward reaction prediction with 1.9M reactions from USPTO patents (1976-2016). The task is: Predict the product of the given reaction. (1) Given the reactants [CH2:1]([C:4]1[N:5]=[CH:6][C:7]([NH2:10])=[N:8][CH:9]=1)[CH:2]=C.[BH4-].[Na+].[NH4+].[Cl-].C([OH:17])C, predict the reaction product. The product is: [NH2:10][C:7]1[N:8]=[CH:9][C:4]([CH2:1][CH2:2][OH:17])=[N:5][CH:6]=1. (2) Given the reactants [C:1]([O:5][C:6](=[O:12])[NH:7][CH:8]([CH3:11])[CH2:9][OH:10])([CH3:4])([CH3:3])[CH3:2].C(N(CC)CC)C.[CH3:20][S:21](Cl)(=[O:23])=[O:22].C(=O)(O)[O-].[Na+], predict the reaction product. The product is: [CH3:20][S:21]([O:10][CH2:9][CH:8]([NH:7][C:6]([O:5][C:1]([CH3:4])([CH3:2])[CH3:3])=[O:12])[CH3:11])(=[O:23])=[O:22]. (3) Given the reactants [C:1]([C:3]1[CH:11]=[CH:10][C:6]([C:7]([OH:9])=[O:8])=[C:5]([N+:12]([O-])=O)[CH:4]=1)#[N:2].O.NN, predict the reaction product. The product is: [NH2:12][C:5]1[CH:4]=[C:3]([C:1]#[N:2])[CH:11]=[CH:10][C:6]=1[C:7]([OH:9])=[O:8]. (4) Given the reactants [NH:1]1[CH2:6][CH2:5][CH:4]([C:7]([OH:9])=[O:8])[CH2:3][CH2:2]1.[CH:10](O)=O, predict the reaction product. The product is: [CH3:10][N:1]1[CH2:6][CH2:5][CH:4]([C:7]([OH:9])=[O:8])[CH2:3][CH2:2]1. (5) Given the reactants [OH:1][C:2]1[CH:7]=[CH:6][C:5]([CH2:8][C:9]([O:11][CH3:12])=[O:10])=[CH:4][CH:3]=1.N1C=NN=N1.C(N(CC)[P:21]([O:27][C:28]([CH3:31])([CH3:30])[CH3:29])[O:22][C:23]([CH3:26])([CH3:25])[CH3:24])C.[OH:34]O, predict the reaction product. The product is: [C:28]([O:27][P:21]([O:1][C:2]1[CH:3]=[CH:4][C:5]([CH2:8][C:9]([O:11][CH3:12])=[O:10])=[CH:6][CH:7]=1)([O:22][C:23]([CH3:24])([CH3:25])[CH3:26])=[O:34])([CH3:29])([CH3:30])[CH3:31]. (6) Given the reactants [CH3:1][CH2:2][O:3][C:4]([C:6]1([CH3:14])[NH:10][CH:9]([C:11]([OH:13])=[O:12])[CH2:8][S:7]1)=[O:5].C(N(CC)CC)C.[C:22](Cl)(=[O:24])[CH3:23].Cl, predict the reaction product. The product is: [CH3:1][CH2:2][O:3][C:4]([C@@:6]1([CH3:14])[N:10]([C:22](=[O:24])[CH3:23])[C@H:9]([C:11]([OH:13])=[O:12])[CH2:8][S:7]1)=[O:5]. (7) Given the reactants [CH3:1]C([O-])(C)C.[K+].[C:7]([CH:11]1[CH2:16][CH2:15][C:14](=O)[CH2:13][CH2:12]1)([CH3:10])([CH3:9])[CH3:8].[NH4+].[Cl-], predict the reaction product. The product is: [C:7]([CH:11]1[CH2:16][CH2:15][C:14](=[CH2:1])[CH2:13][CH2:12]1)([CH3:10])([CH3:9])[CH3:8]. (8) Given the reactants [CH3:1][C:2]1([CH3:35])[CH2:11][CH:10]=[C:9]([C:12]2[S:13][CH:14]=[CH:15][CH:16]=2)[C:8]2[CH:7]=[C:6]([C:17]([O:19][C:20]3[CH:34]=[CH:33][C:23]([C:24]([O:26]CC[Si](C)(C)C)=[O:25])=[CH:22][CH:21]=3)=[O:18])[CH:5]=[CH:4][C:3]1=2.[F-].C([N+](CCCC)(CCCC)CCCC)CCC, predict the reaction product. The product is: [CH3:1][C:2]1([CH3:35])[CH2:11][CH:10]=[C:9]([C:12]2[S:13][CH:14]=[CH:15][CH:16]=2)[C:8]2[CH:7]=[C:6]([C:17]([O:19][C:20]3[CH:21]=[CH:22][C:23]([C:24]([OH:26])=[O:25])=[CH:33][CH:34]=3)=[O:18])[CH:5]=[CH:4][C:3]1=2.